Dataset: Catalyst prediction with 721,799 reactions and 888 catalyst types from USPTO. Task: Predict which catalyst facilitates the given reaction. (1) Reactant: [C:1]([C:5]1[N:6]([CH3:17])[C:7]2[C:12]([CH:13]=1)=[CH:11][C:10]([N+:14]([O-])=O)=[CH:9][CH:8]=2)([CH3:4])([CH3:3])[CH3:2]. Product: [C:1]([C:5]1[N:6]([CH3:17])[C:7]2[C:12]([CH:13]=1)=[CH:11][C:10]([NH2:14])=[CH:9][CH:8]=2)([CH3:4])([CH3:2])[CH3:3]. The catalyst class is: 94. (2) Reactant: [Cl:1][C:2]1[CH:3]=[C:4]([C:10]2O[C:13]([C:15]([NH:17][CH2:18][C:19]3[CH:24]=[CH:23][C:22]([O:25][C:26]4[CH:31]=[CH:30][CH:29]=[CH:28][CH:27]=4)=[CH:21][CH:20]=3)=[O:16])=[N:12][N:11]=2)[CH:5]=[C:6]([Cl:9])[C:7]=1[OH:8].[NH2:32][CH2:33][C:34]1[CH:35]=[N:36][CH:37]=[CH:38][CH:39]=1. Product: [Cl:1][C:2]1[CH:3]=[C:4]([C:10]2[N:32]([CH2:33][C:34]3[CH:35]=[N:36][CH:37]=[CH:38][CH:39]=3)[C:13]([C:15]([NH:17][CH2:18][C:19]3[CH:24]=[CH:23][C:22]([O:25][C:26]4[CH:31]=[CH:30][CH:29]=[CH:28][CH:27]=4)=[CH:21][CH:20]=3)=[O:16])=[N:12][N:11]=2)[CH:5]=[C:6]([Cl:9])[C:7]=1[OH:8]. The catalyst class is: 113. (3) Reactant: [CH:1]1([C:5]([C:7]2[CH:12]=[CH:11][CH:10]=[CH:9][C:8]=2[CH2:13][OH:14])=[CH2:6])[CH2:4][CH2:3][CH2:2]1. Product: [CH:1]1([C:5]([C:7]2[CH:12]=[CH:11][CH:10]=[CH:9][C:8]=2[CH:13]=[O:14])=[CH2:6])[CH2:4][CH2:3][CH2:2]1. The catalyst class is: 177. (4) Reactant: C([O:8][C:9]1[CH:10]=[C:11]([CH:21]=[CH:22][CH:23]=1)[O:12][CH2:13][CH2:14][C@H:15]1[CH2:19][O:18][C:17]([NH2:20])=[N:16]1)C1C=CC=CC=1. Product: [NH2:20][C:17]1[O:18][CH2:19][C@H:15]([CH2:14][CH2:13][O:12][C:11]2[CH:10]=[C:9]([OH:8])[CH:23]=[CH:22][CH:21]=2)[N:16]=1. The catalyst class is: 19. (5) Reactant: [C:1]([C:4]1[C:5]([C:40]2[CH:45]=[CH:44][C:43]([O:46][C:47]3[CH:52]=[CH:51][CH:50]=[CH:49][CH:48]=3)=[CH:42][CH:41]=2)=[N:6][N:7]2[C@H:12]([CH:13]3[CH2:18][CH2:17][N:16]([C:19](=[O:39])/[CH:20]=[CH:21]/[CH2:22][N:23]4[CH2:28][CH2:27][N:26]([CH2:29][CH2:30][NH:31]C(=O)OC(C)(C)C)[CH2:25][CH2:24]4)[CH2:15][CH2:14]3)[CH2:11][CH2:10][NH:9][C:8]=12)(=[O:3])[NH2:2].[C:53]([OH:59])([C:55]([F:58])([F:57])[F:56])=[O:54]. Product: [F:56][C:55]([F:58])([F:57])[C:53]([OH:59])=[O:54].[NH2:31][CH2:30][CH2:29][N:26]1[CH2:25][CH2:24][N:23]([CH2:22]/[CH:21]=[CH:20]/[C:19]([N:16]2[CH2:15][CH2:14][CH:13]([C@H:12]3[N:7]4[N:6]=[C:5]([C:40]5[CH:45]=[CH:44][C:43]([O:46][C:47]6[CH:52]=[CH:51][CH:50]=[CH:49][CH:48]=6)=[CH:42][CH:41]=5)[C:4]([C:1]([NH2:2])=[O:3])=[C:8]4[NH:9][CH2:10][CH2:11]3)[CH2:18][CH2:17]2)=[O:39])[CH2:28][CH2:27]1. The catalyst class is: 2. (6) Reactant: [C:1]([N:8]1[CH2:13][CH2:12][CH2:11][C@@H:10]([CH2:14][OH:15])[CH2:9]1)([O:3][C:4]([CH3:7])([CH3:6])[CH3:5])=[O:2].[CH3:16][S:17](O[S:17]([CH3:16])(=[O:19])=[O:18])(=[O:19])=[O:18]. Product: [C:1]([N:8]1[CH2:13][CH2:12][CH2:11][C@@H:10]([CH2:14][O:15][S:17]([CH3:16])(=[O:19])=[O:18])[CH2:9]1)([O:3][C:4]([CH3:7])([CH3:6])[CH3:5])=[O:2]. The catalyst class is: 298. (7) Reactant: [C:1]([O:5][C@H:6]1[CH2:10][N:9](C(OCC2C3C=CC=CC=3C3C2=CC=CC=3)=O)[C@H:8]([C:28](=[O:44])[NH:29][CH2:30][C:31]2[CH:36]=[CH:35][C:34]([C:37]3[S:41][CH:40]=[N:39][C:38]=3[CH3:42])=[CH:33][C:32]=2[OH:43])[CH2:7]1)([CH3:4])([CH3:3])[CH3:2].N1CCCCC1. Product: [C:1]([O:5][C@H:6]1[CH2:10][NH:9][C@H:8]([C:28]([NH:29][CH2:30][C:31]2[CH:36]=[CH:35][C:34]([C:37]3[S:41][CH:40]=[N:39][C:38]=3[CH3:42])=[CH:33][C:32]=2[OH:43])=[O:44])[CH2:7]1)([CH3:4])([CH3:3])[CH3:2]. The catalyst class is: 4. (8) Reactant: [CH3:1][S:2][CH2:3][CH:4]([N:11]1[CH:15]=[C:14]([NH2:16])[CH:13]=[N:12]1)[C:5]1[CH:10]=[CH:9][CH:8]=[CH:7][CH:6]=1.[CH3:17][C:18]1([CH3:38])[CH2:26][C:25]2[N:24]([CH2:27][O:28][CH2:29][CH2:30][Si:31]([CH3:34])([CH3:33])[CH3:32])[N:23]=[C:22]([C:35](O)=[O:36])[C:21]=2[CH2:20][CH2:19]1.CN(C(ON1N=NC2C=CC=NC1=2)=[N+](C)C)C.F[P-](F)(F)(F)(F)F.CCN(C(C)C)C(C)C. Product: [CH3:17][C:18]1([CH3:38])[CH2:26][C:25]2[N:24]([CH2:27][O:28][CH2:29][CH2:30][Si:31]([CH3:33])([CH3:32])[CH3:34])[N:23]=[C:22]([C:35]([NH:16][C:14]3[CH:13]=[N:12][N:11]([CH:4]([C:5]4[CH:10]=[CH:9][CH:8]=[CH:7][CH:6]=4)[CH2:3][S:2][CH3:1])[CH:15]=3)=[O:36])[C:21]=2[CH2:20][CH2:19]1. The catalyst class is: 508. (9) Reactant: Cl[C:2]1[CH:11]=[CH:10][N:9]=[C:8]2[C:3]=1[CH:4]=[CH:5][C:6]([C:12]1[C:17]([C:18]([F:21])([F:20])[F:19])=[CH:16][CH:15]=[C:14]([O:22][CH3:23])[N:13]=1)=[N:7]2.C(=O)([O-])[O-].[Cs+].[Cs+].[NH2:30][C:31]1[CH:36]=[CH:35][C:34]([C:37]([F:40])([F:39])[F:38])=[CH:33][N:32]=1.CC1(C)C2C(=C(P(C3C=CC=CC=3)C3C=CC=CC=3)C=CC=2)OC2C(P(C3C=CC=CC=3)C3C=CC=CC=3)=CC=CC1=2. The catalyst class is: 488. Product: [CH3:23][O:22][C:14]1[N:13]=[C:12]([C:6]2[N:7]=[C:8]3[C:3]([C:2]([NH:30][C:31]4[CH:36]=[CH:35][C:34]([C:37]([F:39])([F:38])[F:40])=[CH:33][N:32]=4)=[CH:11][CH:10]=[N:9]3)=[CH:4][CH:5]=2)[C:17]([C:18]([F:21])([F:20])[F:19])=[CH:16][CH:15]=1. (10) The catalyst class is: 233. Product: [CH2:1]([C@H:8]([NH:39][C:40](=[O:46])[O:41][C:42]([CH3:45])([CH3:44])[CH3:43])[C@@H:9]([O:31][Si:32]([C:35]([CH3:38])([CH3:37])[CH3:36])([CH3:34])[CH3:33])[CH2:10][C@@H:11]([NH:20][C:21]([O:23][CH2:24][C:25]1[CH:30]=[CH:29][CH:28]=[CH:27][CH:26]=1)=[O:22])[CH2:12][C:13]1[CH:18]=[CH:17][C:16]([C:53]2[CH:52]=[CH:51][C:50]([CH3:49])=[CH:55][N:54]=2)=[CH:15][CH:14]=1)[C:2]1[CH:7]=[CH:6][CH:5]=[CH:4][CH:3]=1. Reactant: [CH2:1]([C@H:8]([NH:39][C:40](=[O:46])[O:41][C:42]([CH3:45])([CH3:44])[CH3:43])[C@@H:9]([O:31][Si:32]([C:35]([CH3:38])([CH3:37])[CH3:36])([CH3:34])[CH3:33])[CH2:10][C@@H:11]([NH:20][C:21]([O:23][CH2:24][C:25]1[CH:30]=[CH:29][CH:28]=[CH:27][CH:26]=1)=[O:22])[CH2:12][C:13]1[CH:18]=[CH:17][C:16](Br)=[CH:15][CH:14]=1)[C:2]1[CH:7]=[CH:6][CH:5]=[CH:4][CH:3]=1.[Li+].[Cl-].[CH3:49][C:50]1[CH:51]=[CH:52][C:53]([Sn](CCCC)(CCCC)CCCC)=[N:54][CH:55]=1.